Dataset: Full USPTO retrosynthesis dataset with 1.9M reactions from patents (1976-2016). Task: Predict the reactants needed to synthesize the given product. Given the product [CH:13]1([N:12]2[C:11](=[O:16])[C:6]3[C:5](=[CH:10][CH:9]=[CH:8][CH:7]=3)[NH:4][C:3]2=[O:2])[CH2:15][CH2:14]1, predict the reactants needed to synthesize it. The reactants are: C[O:2][C:3](=O)[NH:4][C:5]1[CH:10]=[CH:9][CH:8]=[CH:7][C:6]=1[C:11](=[O:16])[NH:12][CH:13]1[CH2:15][CH2:14]1.C[O-].[Na+].